This data is from Full USPTO retrosynthesis dataset with 1.9M reactions from patents (1976-2016). The task is: Predict the reactants needed to synthesize the given product. (1) Given the product [OH:5][CH2:6][CH2:7][O:8][C:9]1[C:14]([C:15]#[N:16])=[C:13]([C:17]2[CH:18]=[CH:19][CH:20]=[CH:21][CH:22]=2)[C:12]([C:23]#[N:24])=[C:11]([O:25][CH3:26])[N:10]=1, predict the reactants needed to synthesize it. The reactants are: CC([O:5][CH2:6][CH2:7][O:8][C:9]1[C:14]([C:15]#[N:16])=[C:13]([C:17]2[CH:22]=[CH:21][CH:20]=[CH:19][CH:18]=2)[C:12]([C:23]#[N:24])=[C:11]([O:25][CH3:26])[N:10]=1)(C)C.FC(F)(F)C(O)=O. (2) Given the product [CH3:4][CH:3]([CH2:2][CH3:6])[CH2:5][O:7][C:6](=[O:8])[C@H:2]([CH:3]([CH3:5])[CH3:4])[NH:1][C:18](=[O:19])[CH2:17][C:11]1[CH:16]=[CH:15][CH:14]=[CH:13][CH:12]=1, predict the reactants needed to synthesize it. The reactants are: [NH2:1][C@H:2]([C:6]([OH:8])=[O:7])[CH:3]([CH3:5])[CH3:4].[OH-].[Na+].[C:11]1([CH2:17][C:18](Cl)=[O:19])[CH:16]=[CH:15][CH:14]=[CH:13][CH:12]=1. (3) Given the product [C:19]1([S:25]([N:28]2[CH:29]=[CH:30][C:31]([C:10]([C:9]3[CH:13]=[CH:14][C:6]([Cl:5])=[C:7]([S:15]([NH2:16])(=[O:18])=[O:17])[CH:8]=3)=[O:11])=[CH:32]2)(=[O:27])=[O:26])[CH:20]=[CH:21][CH:22]=[CH:23][CH:24]=1, predict the reactants needed to synthesize it. The reactants are: [Cl-].[Al+3].[Cl-].[Cl-].[Cl:5][C:6]1[CH:14]=[CH:13][C:9]([C:10](Cl)=[O:11])=[CH:8][C:7]=1[S:15](=[O:18])(=[O:17])[NH2:16].[C:19]1([S:25]([N:28]2[CH:32]=[CH:31][CH:30]=[CH:29]2)(=[O:27])=[O:26])[CH:24]=[CH:23][CH:22]=[CH:21][CH:20]=1. (4) Given the product [F:1][C:2]1[CH:7]=[C:6]([S:8]([CH3:11])(=[O:10])=[O:9])[CH:5]=[CH:4][C:3]=1[NH:12][C@H:13]1[CH2:17][CH2:16][N:15]([CH:18]2[CH2:23][CH2:22][NH:21][CH2:20][CH2:19]2)[C:14]1=[O:34], predict the reactants needed to synthesize it. The reactants are: [F:1][C:2]1[CH:7]=[C:6]([S:8]([CH3:11])(=[O:10])=[O:9])[CH:5]=[CH:4][C:3]=1[NH:12][C@H:13]1[CH2:17][CH2:16][N:15]([CH:18]2[CH2:23][CH2:22][N:21](C(OCC3C=CC=CC=3)=O)[CH2:20][CH2:19]2)[C:14]1=[O:34]. (5) Given the product [F:1][C:2]1[CH:3]=[C:4]([CH:9]=[C:10]([F:16])[C:11]=1[O:12][CH2:13][C:14]#[CH:15])[C:5]([OH:7])=[O:6], predict the reactants needed to synthesize it. The reactants are: [F:1][C:2]1[CH:3]=[C:4]([CH:9]=[C:10]([F:16])[C:11]=1[O:12][CH2:13][C:14]#[CH:15])[C:5]([O:7]C)=[O:6].[OH-].[Na+]. (6) Given the product [NH2:29][C:26]1[CH:25]=[CH:24][C:23]([O:22][CH:20]([CH3:21])[C:19]([O:18][CH2:17][CH2:16][O:15][CH2:14][CH2:13][O:12][C:10](=[O:11])[CH:9]([O:8][C:7]2[CH:6]=[CH:5][C:4]([NH2:1])=[CH:35][CH:34]=2)[CH3:33])=[O:32])=[CH:28][CH:27]=1, predict the reactants needed to synthesize it. The reactants are: [N+:1]([C:4]1[CH:35]=[CH:34][C:7]([O:8][CH:9]([CH3:33])[C:10]([O:12][CH2:13][CH2:14][O:15][CH2:16][CH2:17][O:18][C:19](=[O:32])[CH:20]([O:22][C:23]2[CH:28]=[CH:27][C:26]([N+:29]([O-])=O)=[CH:25][CH:24]=2)[CH3:21])=[O:11])=[CH:6][CH:5]=1)([O-])=O. (7) Given the product [CH2:27]([O:7][C:6](=[O:8])[CH:5]([NH:4][C:1](=[O:3])[CH3:2])[CH2:9][C:10]1[CH:15]=[CH:14][C:13]([NH2:16])=[C:12]([CH2:17][CH3:18])[CH:11]=1)[CH:26]=[CH2:25], predict the reactants needed to synthesize it. The reactants are: [C:1]([NH:4][CH:5]([CH2:9][C:10]1[CH:15]=[CH:14][C:13]([NH2:16])=[C:12]([CH2:17][CH3:18])[CH:11]=1)[C:6]([OH:8])=[O:7])(=[O:3])[CH3:2].C([O-])([O-])=O.[Cs+].[Cs+].[CH2:25](Br)[CH:26]=[CH2:27]. (8) Given the product [Cl:1][C:2]1[N:6]([CH2:7][C:8]([OH:10])=[O:9])[N:5]=[C:4]2[C:15]3([C@@H:16]4[CH2:18][C@@H:17]4[C:3]=12)[S:23][CH2:20][CH2:21][S:22]3, predict the reactants needed to synthesize it. The reactants are: [Cl:1][C:2]1[N:6]([CH2:7][C:8]([O:10]C(C)(C)C)=[O:9])[N:5]=[C:4]2[C:15](=O)[C@@H:16]3[CH2:18][C@@H:17]3[C:3]=12.[CH2:20]([SH:23])[CH2:21][SH:22].C(O)(=O)C.B(F)(F)F.CCOCC. (9) Given the product [CH3:26][C:20]1[CH:21]=[CH:22][C:23]([CH3:25])=[CH:24][C:19]=1[C:18]1[C:17](=[O:27])[NH:16][C:8]2([CH2:9][CH2:10][N:11]([O:14][CH3:15])[CH2:12][CH2:13]2)[C:6]=1[OH:5], predict the reactants needed to synthesize it. The reactants are: C[O-].[Na+].C[O:5][C:6]([C:8]1([NH:16][C:17](=[O:27])[CH2:18][C:19]2[CH:24]=[C:23]([CH3:25])[CH:22]=[CH:21][C:20]=2[CH3:26])[CH2:13][CH2:12][N:11]([O:14][CH3:15])[CH2:10][CH2:9]1)=O. (10) Given the product [Br:1][C:2]1[CH:3]=[CH:4][C:5]([C:8]2[C:25]3[C:16](=[CH:17][C:18]4[C:23]([CH:24]=3)=[CH:22][CH:21]=[CH:20][CH:19]=4)[C:15]([C:27]3[CH:28]=[CH:29][C:30]([Br:33])=[CH:31][CH:32]=3)=[C:14]3[C:9]=2[CH:10]=[CH:11][CH:12]=[CH:13]3)=[CH:6][CH:7]=1, predict the reactants needed to synthesize it. The reactants are: [Br:1][C:2]1[CH:7]=[CH:6][C:5]([C:8]2(O)[C:25]3[C:16](=[CH:17][C:18]4[C:23]([CH:24]=3)=[CH:22][CH:21]=[CH:20][CH:19]=4)[C:15]([C:27]3[CH:32]=[CH:31][C:30]([Br:33])=[CH:29][CH:28]=3)(O)[C:14]3[CH:13]=[CH:12][CH:11]=[CH:10][C:9]2=3)=[CH:4][CH:3]=1.Cl.C1(C)C=CC=CC=1.